This data is from Full USPTO retrosynthesis dataset with 1.9M reactions from patents (1976-2016). The task is: Predict the reactants needed to synthesize the given product. (1) Given the product [Si:1]([O:18][CH2:19][C:20]1[C:25]([N:26]2[CH2:31][C@H:30]([CH3:32])[O:29][C@H:28]([CH3:33])[CH2:27]2)=[C:24]([Cl:34])[C:23]([F:35])=[C:22]([C:39]([C:41]2[CH:46]=[CH:45][N:44]=[CH:43][N:42]=2)=[O:40])[CH:21]=1)([C:14]([CH3:16])([CH3:17])[CH3:15])([C:2]1[CH:7]=[CH:6][CH:5]=[CH:4][CH:3]=1)[C:8]1[CH:13]=[CH:12][CH:11]=[CH:10][CH:9]=1, predict the reactants needed to synthesize it. The reactants are: [Si:1]([O:18][CH2:19][C:20]1[C:25]([N:26]2[CH2:31][C@H:30]([CH3:32])[O:29][C@H:28]([CH3:33])[CH2:27]2)=[C:24]([Cl:34])[C:23]([F:35])=[CH:22][CH:21]=1)([C:14]([CH3:17])([CH3:16])[CH3:15])([C:8]1[CH:13]=[CH:12][CH:11]=[CH:10][CH:9]=1)[C:2]1[CH:7]=[CH:6][CH:5]=[CH:4][CH:3]=1.CON(C)[C:39]([C:41]1[CH:46]=[CH:45][N:44]=[CH:43][N:42]=1)=[O:40]. (2) Given the product [CH3:23][C:17]1[CH:18]=[C:19]([CH3:22])[CH:20]=[CH:21][C:16]=1[N:13]1[CH2:14][CH2:15][N:10]([C:8]([C:5]2[CH:6]=[CH:7][C:2]([N:30]3[C@H:29]([CH3:28])[C@H:33]([C:34]4[CH:39]=[CH:38][CH:37]=[CH:36][CH:35]=4)[O:32][C:31]3=[O:40])=[CH:3][C:4]=2[S:24]([CH3:27])(=[O:26])=[O:25])=[O:9])[CH2:11][CH2:12]1, predict the reactants needed to synthesize it. The reactants are: Br[C:2]1[CH:7]=[CH:6][C:5]([C:8]([N:10]2[CH2:15][CH2:14][N:13]([C:16]3[CH:21]=[CH:20][C:19]([CH3:22])=[CH:18][C:17]=3[CH3:23])[CH2:12][CH2:11]2)=[O:9])=[C:4]([S:24]([CH3:27])(=[O:26])=[O:25])[CH:3]=1.[CH3:28][C@@H:29]1[C@H:33]([C:34]2[CH:39]=[CH:38][CH:37]=[CH:36][CH:35]=2)[O:32][C:31](=[O:40])[NH:30]1. (3) Given the product [CH2:1]([C:3]1[C:11]([CH:12]=[O:13])=[C:6]2[CH:7]=[CH:8][CH:9]=[CH:10][N:5]2[N:4]=1)[CH3:2], predict the reactants needed to synthesize it. The reactants are: [CH2:1]([C:3]1[C:11]([CH2:12][OH:13])=[C:6]2[CH:7]=[CH:8][CH:9]=[CH:10][N:5]2[N:4]=1)[CH3:2]. (4) Given the product [Cl:26][C:24]1[CH:23]=[CH:22][C:20]2[NH:21][C:17]([C@@H:15]([NH:14][C:12](=[O:13])[C:10]3[CH:9]=[CH:8][C:4]([C:5]([N:37]4[CH2:38][CH:43]=[CH:42][CH2:41]4)=[O:7])=[C:3]([C:2]([F:28])([F:1])[F:27])[CH:11]=3)[CH3:16])=[N:18][C:19]=2[CH:25]=1, predict the reactants needed to synthesize it. The reactants are: [F:1][C:2]([F:28])([F:27])[C:3]1[CH:11]=[C:10]([C:12]([NH:14][C@H:15]([C:17]2[NH:21][C:20]3[CH:22]=[CH:23][C:24]([Cl:26])=[CH:25][C:19]=3[N:18]=2)[CH3:16])=[O:13])[CH:9]=[CH:8][C:4]=1[C:5]([OH:7])=O.CN(C(O[N:37]1N=NC2C=[CH:41][CH:42]=[CH:43][C:38]1=2)=[N+](C)C)C.[B-](F)(F)(F)F.C(N(C(C)C)CC)(C)C.N1CC=CC1.ClCl. (5) Given the product [F:1][C:2]([F:26])([F:25])[CH2:3][NH:4][C:5]([C:7]1([CH2:20][CH2:21][CH2:22][CH2:23][N:37]2[CH2:36][CH2:35][N:34]([C:27]([O:29][C:30]([CH3:33])([CH3:32])[CH3:31])=[O:28])[CH2:39][CH2:38]2)[C:19]2[CH:18]=[CH:17][CH:16]=[CH:15][C:14]=2[C:13]2[C:8]1=[CH:9][CH:10]=[CH:11][CH:12]=2)=[O:6], predict the reactants needed to synthesize it. The reactants are: [F:1][C:2]([F:26])([F:25])[CH2:3][NH:4][C:5]([C:7]1([CH2:20][CH2:21][CH2:22][CH2:23]Br)[C:19]2[CH:18]=[CH:17][CH:16]=[CH:15][C:14]=2[C:13]2[C:8]1=[CH:9][CH:10]=[CH:11][CH:12]=2)=[O:6].[C:27]([N:34]1[CH2:39][CH2:38][NH:37][CH2:36][CH2:35]1)([O:29][C:30]([CH3:33])([CH3:32])[CH3:31])=[O:28]. (6) Given the product [Br:30][C:22]1[C:21]([N:24]([CH3:25])[CH3:26])=[CH:20][C:19]([C:27](=[O:29])[CH3:28])=[C:18]([C:15]2[S:16][C:17]3[CH:9]([O:8][Si:1]([C:4]([CH3:7])([CH3:5])[CH3:6])([CH3:3])[CH3:2])[CH2:10][CH2:11][CH2:12][C:13]=3[N:14]=2)[CH:23]=1.[Br:30][C:20]1[C:21]([N:24]([CH3:25])[CH3:26])=[CH:22][CH:23]=[C:18]([C:15]2[S:16][C:17]3[CH:9]([O:8][Si:1]([C:4]([CH3:7])([CH3:5])[CH3:6])([CH3:3])[CH3:2])[CH2:10][CH2:11][CH2:12][C:13]=3[N:14]=2)[C:19]=1[C:27](=[O:29])[CH3:28], predict the reactants needed to synthesize it. The reactants are: [Si:1]([O:8][CH:9]1[C:17]2[S:16][C:15]([C:18]3[CH:23]=[CH:22][C:21]([N:24]([CH3:26])[CH3:25])=[CH:20][C:19]=3[C:27](=[O:29])[CH3:28])=[N:14][C:13]=2[CH2:12][CH2:11][CH2:10]1)([C:4]([CH3:7])([CH3:6])[CH3:5])([CH3:3])[CH3:2].[Br:30]Br. (7) Given the product [C:26]([O:25][C:23]([NH:22][C@H:11]([CH2:12][N:13]1[C:18](=[O:19])[CH2:17][CH2:16][CH:15]([CH3:20])[C:14]1=[O:21])[CH2:10][C:9]([OH:30])=[O:8])=[O:24])([CH3:29])([CH3:27])[CH3:28], predict the reactants needed to synthesize it. The reactants are: C([O:8][C:9](=[O:30])[CH2:10][C@H:11]([NH:22][C:23]([O:25][C:26]([CH3:29])([CH3:28])[CH3:27])=[O:24])[CH2:12][N:13]1[C:18](=[O:19])[CH2:17][CH2:16][CH:15]([CH3:20])[C:14]1=[O:21])C1C=CC=CC=1.[H][H].